Dataset: Catalyst prediction with 721,799 reactions and 888 catalyst types from USPTO. Task: Predict which catalyst facilitates the given reaction. (1) Reactant: [N+:1]([C:4]1[CH:5]=[C:6]([CH2:10][C:11]([OH:13])=O)[CH:7]=[CH:8][CH:9]=1)([O-:3])=[O:2].C(N1C=CN=C1)(N1C=CN=C1)=O.[C:26]([O:32][CH2:33][CH3:34])(=[O:31])[CH2:27]C([O-])=O. Product: [N+:1]([C:4]1[CH:5]=[C:6]([CH2:10][C:11](=[O:13])[CH2:27][C:26]([O:32][CH2:33][CH3:34])=[O:31])[CH:7]=[CH:8][CH:9]=1)([O-:3])=[O:2]. The catalyst class is: 54. (2) Reactant: [C:1](Cl)(=O)[CH2:2][CH:3]([CH3:5])[CH3:4].[NH2:8][C:9]1[CH:14]=[C:13]([C:15]([F:18])([F:17])[F:16])[CH:12]=[CH:11][C:10]=1[NH:19][C:20]1[CH:21]=[C:22]([CH:28]=[CH:29][CH:30]=1)[C:23]([O:25]CC)=[O:24].N1C=CC=CC=1.O. The catalyst class is: 396. Product: [CH2:2]([C:1]1[N:19]([C:20]2[CH:21]=[C:22]([CH:28]=[CH:29][CH:30]=2)[C:23]([OH:25])=[O:24])[C:10]2[CH:11]=[CH:12][C:13]([C:15]([F:18])([F:17])[F:16])=[CH:14][C:9]=2[N:8]=1)[CH:3]([CH3:5])[CH3:4]. (3) Reactant: [OH-:1].[Na+].O.[CH3:4][N:5]1[CH:9]=[C:8]([C:10]2[CH:11]=[C:12]([CH:43]=[CH:44][CH:45]=2)[CH2:13][C:14]2([CH2:26][N:27]([C@@H:34]3[CH2:36][C@H:35]3[C:37]3[CH:42]=[CH:41][CH:40]=[CH:39][CH:38]=3)[C:28](=[O:33])[C:29]([F:32])([F:31])[F:30])[CH2:19][CH2:18][N:17]([CH2:20][CH2:21][C:22]([O:24]C)=[O:23])[CH2:16][CH2:15]2)[CH:7]=[N:6]1. Product: [CH3:4][N:5]1[CH:9]=[C:8]([C:10]2[CH:11]=[C:12]([CH:43]=[CH:44][CH:45]=2)[CH2:13][C:14]2([CH2:26][NH:27][C@@H:34]3[CH2:36][C@H:35]3[C:37]3[CH:38]=[CH:39][CH:40]=[CH:41][CH:42]=3)[CH2:15][CH2:16][N:17]([CH2:20][CH2:21][C:22]([OH:24])=[O:23])[CH2:18][CH2:19]2)[CH:7]=[N:6]1.[C:28]([OH:33])([C:29]([F:32])([F:31])[F:30])=[O:1]. The catalyst class is: 92.